From a dataset of Forward reaction prediction with 1.9M reactions from USPTO patents (1976-2016). Predict the product of the given reaction. (1) Given the reactants C[Sn](C)C.C[Sn](C)C.[Cl:9][C:10]1[CH:11]=[CH:12][C:13](Br)=[N:14][CH:15]=1.Br[C:18]1[O:22][C:21]([C:23]2[CH:24]=[C:25]([CH:28]=[CH:29][CH:30]=2)[C:26]#[N:27])=[CH:20][CH:19]=1, predict the reaction product. The product is: [Cl:9][C:10]1[CH:11]=[CH:12][C:13]([C:18]2[O:22][C:21]([C:23]3[CH:24]=[C:25]([CH:28]=[CH:29][CH:30]=3)[C:26]#[N:27])=[CH:20][CH:19]=2)=[N:14][CH:15]=1. (2) Given the reactants [OH2:1].CN(C)C=[CH:5][C:6]1[CH:15]=[CH:14][C:9]([C:10]([O:12][CH3:13])=[O:11])=[CH:8][C:7]=1[N+:16]([O-:18])=[O:17], predict the reaction product. The product is: [CH:5]([C:6]1[CH:15]=[CH:14][C:9]([C:10]([O:12][CH3:13])=[O:11])=[CH:8][C:7]=1[N+:16]([O-:18])=[O:17])=[O:1]. (3) Given the reactants Cl.[NH2:2][CH2:3][C:4]([O:6][CH2:7][C:8]1[CH:13]=[CH:12][CH:11]=[CH:10][CH:9]=1)=[O:5].CCN(C(C)C)C(C)C.[C:23]([O:27][C:28]([NH:30][C@@H:31]([CH2:42][CH2:43][C:44](SC1C=CC(F)=CC=1)=[O:45])[C:32]([O:34][CH2:35][C:36]1[CH:41]=[CH:40][CH:39]=[CH:38][CH:37]=1)=[O:33])=[O:29])([CH3:26])([CH3:25])[CH3:24], predict the reaction product. The product is: [CH2:7]([O:6][C:4](=[O:5])[CH2:3][NH:2][C:44](=[O:45])[CH2:43][CH2:42][C@H:31]([NH:30][C:28]([O:27][C:23]([CH3:25])([CH3:24])[CH3:26])=[O:29])[C:32]([O:34][CH2:35][C:36]1[CH:37]=[CH:38][CH:39]=[CH:40][CH:41]=1)=[O:33])[C:8]1[CH:13]=[CH:12][CH:11]=[CH:10][CH:9]=1.